Task: Predict the reactants needed to synthesize the given product.. Dataset: Full USPTO retrosynthesis dataset with 1.9M reactions from patents (1976-2016) (1) Given the product [CH2:2]([O:9][C:10]1[CH:11]=[CH:12][C:13]([N:14]([CH2:25][CH2:24][OH:26])[CH2:28][CH2:27][OH:29])=[CH:15][CH:16]=1)[C:3]1[CH:4]=[CH:5][CH:6]=[CH:7][CH:8]=1, predict the reactants needed to synthesize it. The reactants are: Cl.[CH2:2]([O:9][C:10]1[CH:16]=[CH:15][C:13]([NH2:14])=[CH:12][CH:11]=1)[C:3]1[CH:8]=[CH:7][CH:6]=[CH:5][CH:4]=1.C(N(CC)CC)C.[CH2:24]1[O:26][CH2:25]1.[C:27](O)(=[O:29])[CH3:28]. (2) Given the product [CH2:24]([C:5]1[N:6]([CH2:9][C:10]2[CH:15]=[CH:14][C:13]([C:16]3[C:17]([C:22]#[N:23])=[CH:18][CH:19]=[CH:20][CH:21]=3)=[CH:12][CH:11]=2)[C:7](=[O:8])[C:2]([C:36]2[CH:37]=[CH:38][C:33]([O:32][CH:29]([CH3:31])[CH3:30])=[CH:34][CH:35]=2)=[C:3]([CH3:28])[N:4]=1)[CH2:25][CH2:26][CH3:27], predict the reactants needed to synthesize it. The reactants are: Br[C:2]1[C:7](=[O:8])[N:6]([CH2:9][C:10]2[CH:15]=[CH:14][C:13]([C:16]3[C:17]([C:22]#[N:23])=[CH:18][CH:19]=[CH:20][CH:21]=3)=[CH:12][CH:11]=2)[C:5]([CH2:24][CH2:25][CH2:26][CH3:27])=[N:4][C:3]=1[CH3:28].[CH:29]([O:32][C:33]1[CH:38]=[CH:37][C:36](B(O)O)=[CH:35][CH:34]=1)([CH3:31])[CH3:30]. (3) The reactants are: [CH2:1]([NH:3][C:4]1[C:5]([CH3:26])=[C:6]([C:23]([OH:25])=O)[CH:7]=[C:8]([C:10]2[CH:15]=[CH:14][C:13]([CH2:16][N:17]3[CH2:22][CH2:21][O:20][CH2:19][CH2:18]3)=[CH:12][CH:11]=2)[CH:9]=1)[CH3:2].[NH2:27][CH2:28][C:29]1[C:30](=[O:37])[NH:31][C:32]([CH3:36])=[CH:33][C:34]=1[CH3:35].C1CN([P+](ON2N=NC3C=CC=CC2=3)(N2CCCC2)N2CCCC2)CC1.F[P-](F)(F)(F)(F)F. Given the product [CH3:35][C:34]1[CH:33]=[C:32]([CH3:36])[NH:31][C:30](=[O:37])[C:29]=1[CH2:28][NH:27][C:23]([C:6]1[CH:7]=[C:8]([C:10]2[CH:15]=[CH:14][C:13]([CH2:16][N:17]3[CH2:22][CH2:21][O:20][CH2:19][CH2:18]3)=[CH:12][CH:11]=2)[CH:9]=[C:4]([NH:3][CH2:1][CH3:2])[C:5]=1[CH3:26])=[O:25], predict the reactants needed to synthesize it. (4) Given the product [O:7]=[C:3]1[CH:2]([NH:1][CH2:15][C:16]([O:18][CH2:19][C:20]2[CH:25]=[CH:24][CH:23]=[CH:22][CH:21]=2)=[O:17])[CH2:6][CH2:5][NH:4]1, predict the reactants needed to synthesize it. The reactants are: [NH2:1][CH:2]1[CH2:6][CH2:5][NH:4][C:3]1=[O:7].C(=O)([O-])[O-].[K+].[K+].Br[CH2:15][C:16]([O:18][CH2:19][C:20]1[CH:25]=[CH:24][CH:23]=[CH:22][CH:21]=1)=[O:17].